This data is from Reaction yield outcomes from USPTO patents with 853,638 reactions. The task is: Predict the reaction yield, written as a fraction of the theoretical maximum amount of product (1.0 means a 100% yield; for example, 0.34 means a 34% yield). (1) The yield is 0.950. The catalyst is N1C=CC=CC=1. The reactants are [NH2:1][C:2]1[CH:7]=[CH:6][C:5]([S:8]([NH:11][C:12]2[S:13][C:14]([CH3:17])=[N:15][N:16]=2)(=[O:10])=[O:9])=[CH:4][CH:3]=1.[C:18](Cl)(=[O:28])[CH2:19][CH2:20][CH2:21][CH2:22][CH2:23][CH2:24][CH2:25][CH2:26][CH3:27].Cl. The product is [CH3:17][C:14]1[S:13][C:12]([NH:11][S:8]([C:5]2[CH:6]=[CH:7][C:2]([NH:1][C:18](=[O:28])[CH2:19][CH2:20][CH2:21][CH2:22][CH2:23][CH2:24][CH2:25][CH2:26][CH3:27])=[CH:3][CH:4]=2)(=[O:10])=[O:9])=[N:16][N:15]=1. (2) The reactants are [CH2:1]([N:8]1[CH2:13][CH2:12][N:11](C(OC(C)(C)C)=O)[CH2:10][CH:9]1[CH3:21])[C:2]1[CH:7]=[CH:6][CH:5]=[CH:4][CH:3]=1.[C:22]([OH:28])([C:24]([F:27])([F:26])[F:25])=[O:23]. The catalyst is ClCCl. The product is [F:25][C:24]([F:27])([F:26])[C:22]([OH:28])=[O:23].[CH2:1]([N:8]1[CH2:13][CH2:12][NH:11][CH2:10][CH:9]1[CH3:21])[C:2]1[CH:7]=[CH:6][CH:5]=[CH:4][CH:3]=1. The yield is 0.545. (3) The reactants are [NH2:1][C:2]1[CH:10]=[CH:9][C:8]([Cl:11])=[CH:7][C:3]=1[C:4]([OH:6])=[O:5].Cl[C:13](Cl)([O:15]C(=O)OC(Cl)(Cl)Cl)Cl. The catalyst is ClCCCl. The product is [Cl:11][C:8]1[CH:9]=[CH:10][C:2]2[NH:1][C:13](=[O:15])[O:5][C:4](=[O:6])[C:3]=2[CH:7]=1. The yield is 0.970. (4) The reactants are [C:1]([C:3]1[N:4]=[CH:5][C:6]([NH:16][C@@H:17]2[CH2:23][CH2:22][CH2:21][CH2:20][N:19]([C:24]([N:26]([CH3:28])[CH3:27])=[O:25])[CH2:18]2)=[N:7][C:8]=1[NH:9][C:10]1[S:14][N:13]=[C:12]([CH3:15])[CH:11]=1)#[N:2].Cl.CC#N.C(O)(C(F)(F)F)=[O:34]. The catalyst is OS(O)(=O)=O.O.CO. The product is [C:1]([C:3]1[N:4]=[CH:5][C:6]([NH:16][C@@H:17]2[CH2:23][CH2:22][CH2:21][CH2:20][N:19]([C:24]([N:26]([CH3:27])[CH3:28])=[O:25])[CH2:18]2)=[N:7][C:8]=1[NH:9][C:10]1[S:14][N:13]=[C:12]([CH3:15])[CH:11]=1)(=[O:34])[NH2:2]. The yield is 0.760.